Dataset: Forward reaction prediction with 1.9M reactions from USPTO patents (1976-2016). Task: Predict the product of the given reaction. Given the reactants [Si:1]([O:8][C:9]1[CH:18]=[C:17]2[C:12]([CH2:13][CH2:14][C:15](=[O:19])[NH:16]2)=[CH:11][CH:10]=1)([C:4]([CH3:7])([CH3:6])[CH3:5])([CH3:3])[CH3:2].[CH2:20]=[O:21].C(N(CC)CC)C.O, predict the reaction product. The product is: [Si:1]([O:8][C:9]1[CH:18]=[C:17]2[C:12]([CH2:13][CH2:14][C:15](=[O:19])[N:16]2[CH2:20][OH:21])=[CH:11][CH:10]=1)([C:4]([CH3:7])([CH3:6])[CH3:5])([CH3:3])[CH3:2].